This data is from Full USPTO retrosynthesis dataset with 1.9M reactions from patents (1976-2016). The task is: Predict the reactants needed to synthesize the given product. (1) Given the product [CH3:3][C:4]1([CH3:26])[CH:13]=[CH:12][C:11]2[C:6](=[C:7]([CH2:14][N:15]3[CH2:20][CH2:19][C:18]4([CH2:25][CH2:24][N:23]([C:34]([C:33]5[CH:32]=[CH:31][N:30]=[N:29][C:28]=5[NH2:27])=[O:35])[CH2:22][CH2:21]4)[CH2:17][CH2:16]3)[CH:8]=[CH:9][CH:10]=2)[O:5]1, predict the reactants needed to synthesize it. The reactants are: Cl.Cl.[CH3:3][C:4]1([CH3:26])[CH:13]=[CH:12][C:11]2[C:6](=[C:7]([CH2:14][N:15]3[CH2:20][CH2:19][C:18]4([CH2:25][CH2:24][NH:23][CH2:22][CH2:21]4)[CH2:17][CH2:16]3)[CH:8]=[CH:9][CH:10]=2)[O:5]1.[NH2:27][C:28]1[N:29]=[N:30][CH:31]=[CH:32][C:33]=1[C:34](O)=[O:35].C1CN([P+](ON2N=NC3C=CC=CC2=3)(N2CCCC2)N2CCCC2)CC1.F[P-](F)(F)(F)(F)F.C(N(CC)CC)C. (2) Given the product [NH2:8][C:7]1[C:6]2=[C:5]([C:9]3[CH:14]=[CH:13][C:12]([NH:15][C:16]([O:18][C:19]([CH3:22])([CH3:21])[CH3:20])=[O:17])=[C:11]([F:23])[CH:10]=3)[C:4]([C:24]([O:26][CH2:27][CH3:28])=[O:25])=[CH:3][N:2]2[N:1]=[CH:33][N:34]=1, predict the reactants needed to synthesize it. The reactants are: [NH2:1][N:2]1[C:6]([C:7]#[N:8])=[C:5]([C:9]2[CH:14]=[CH:13][C:12]([NH:15][C:16]([O:18][C:19]([CH3:22])([CH3:21])[CH3:20])=[O:17])=[C:11]([F:23])[CH:10]=2)[C:4]([C:24]([O:26][CH2:27][CH3:28])=[O:25])=[CH:3]1.C(O)(=O)C.[CH:33](N)=[NH:34].P([O-])([O-])([O-])=O.[K+].[K+].[K+]. (3) Given the product [N+:26]([C:5]1[CH:6]=[CH:7][C:8]2[O:13][CH2:12][CH:11]([CH2:14][O:15][S:16]([C:19]3[CH:24]=[CH:23][C:22]([CH3:25])=[CH:21][CH:20]=3)(=[O:18])=[O:17])[O:10][C:9]=2[C:4]=1[CH:1]=[CH:2][CH3:3])([O-:28])=[O:27], predict the reactants needed to synthesize it. The reactants are: [CH2:1]([C:4]1[C:9]2[O:10][C@@H:11]([CH2:14][O:15][S:16]([C:19]3[CH:24]=[CH:23][C:22]([CH3:25])=[CH:21][CH:20]=3)(=[O:18])=[O:17])[CH2:12][O:13][C:8]=2[CH:7]=[CH:6][C:5]=1[N+:26]([O-:28])=[O:27])[CH:2]=[CH2:3]. (4) The reactants are: [C:1]([C:4]1[CH:9]=[C:8]([Br:10])[CH:7]=[CH:6][C:5]=1[NH:11][C:12](=O)[CH3:13])(=O)[CH3:2].C([O-])(=O)C.[NH4+:19]. Given the product [Br:10][C:8]1[CH:9]=[C:4]2[C:5](=[CH:6][CH:7]=1)[N:11]=[C:12]([CH3:13])[N:19]=[C:1]2[CH3:2], predict the reactants needed to synthesize it. (5) Given the product [CH2:16]([NH:22][C:2]1[CH:15]=[CH:14][C:5]([C:6]([C:8]2[CH:13]=[CH:12][CH:11]=[CH:10][CH:9]=2)=[O:7])=[CH:4][CH:3]=1)[CH2:17][CH2:18][CH2:19][CH2:20][CH3:21], predict the reactants needed to synthesize it. The reactants are: Br[C:2]1[CH:15]=[CH:14][C:5]([C:6]([C:8]2[CH:13]=[CH:12][CH:11]=[CH:10][CH:9]=2)=[O:7])=[CH:4][CH:3]=1.[CH2:16]([NH2:22])[CH2:17][CH2:18][CH2:19][CH2:20][CH3:21].CC(C)([O-])C.[Na+].